The task is: Predict which catalyst facilitates the given reaction.. This data is from Catalyst prediction with 721,799 reactions and 888 catalyst types from USPTO. (1) Reactant: C([N:8]1[CH2:31][CH:30]([C:32]([OH:35])([CH3:34])[CH3:33])[O:29][C:10]2([CH2:15][CH2:14][N:13]([C:16]([C:18]3[CH:23]=[CH:22][C:21]([O:24][CH:25]([CH3:27])[CH3:26])=[C:20]([CH3:28])[CH:19]=3)=[O:17])[CH2:12][CH2:11]2)[CH2:9]1)C1C=CC=CC=1.C([O-])=O.[NH4+]. Product: [OH:35][C:32]([CH:30]1[CH2:31][NH:8][CH2:9][C:10]2([CH2:15][CH2:14][N:13]([C:16]([C:18]3[CH:23]=[CH:22][C:21]([O:24][CH:25]([CH3:26])[CH3:27])=[C:20]([CH3:28])[CH:19]=3)=[O:17])[CH2:12][CH2:11]2)[O:29]1)([CH3:34])[CH3:33]. The catalyst class is: 29. (2) Reactant: CS([O:5][C:6]1[C:28](=[O:29])[N:10]2[CH2:11][C@@H:12]([O:26][CH3:27])[CH2:13][CH2:14][C@@H:15]([N:16]([C:19](=[O:25])[C:20]([N:22]([CH3:24])[CH3:23])=[O:21])[CH2:17][CH3:18])[C:9]2=[N:8][C:7]=1[C:30]([NH:32][CH2:33][C:34]1[CH:39]=[CH:38][C:37]([F:40])=[CH:36][CH:35]=1)=[O:31])(=O)=O.[OH-].[Na+].Cl. Product: [CH2:17]([N:16]([C@@H:15]1[CH2:14][CH2:13][C@H:12]([O:26][CH3:27])[CH2:11][N:10]2[C:28](=[O:29])[C:6]([OH:5])=[C:7]([C:30]([NH:32][CH2:33][C:34]3[CH:39]=[CH:38][C:37]([F:40])=[CH:36][CH:35]=3)=[O:31])[N:8]=[C:9]12)[C:19](=[O:25])[C:20]([N:22]([CH3:23])[CH3:24])=[O:21])[CH3:18]. The catalyst class is: 41. (3) Reactant: C[O:2][C:3](=[O:21])[C:4]1[CH:17]=[C:16]([O:18][CH2:19][CH3:20])[CH:15]=[C:6]([C:7]([N:9]([CH2:12][CH:13]=[CH2:14])[CH2:10][CH3:11])=[O:8])[CH:5]=1.[OH-].[Na+]. Product: [CH2:12]([N:9]([CH2:10][CH3:11])[C:7](=[O:8])[C:6]1[CH:5]=[C:4]([CH:17]=[C:16]([O:18][CH2:19][CH3:20])[CH:15]=1)[C:3]([OH:21])=[O:2])[CH:13]=[CH2:14]. The catalyst class is: 5. (4) Reactant: [C:1]1([C:7]2[N:8]=[N:9][CH:10]=[C:11]([C:21]3[CH:26]=[CH:25][CH:24]=[CH:23][CH:22]=3)[C:12]=2[C:13]2[O:14][CH:15]=[C:16]([CH:18](O)[CH3:19])[N:17]=2)[CH:6]=[CH:5][CH:4]=[CH:3][CH:2]=1. Product: [C:1]1([C:7]2[N:8]=[N:9][CH:10]=[C:11]([C:21]3[CH:22]=[CH:23][CH:24]=[CH:25][CH:26]=3)[C:12]=2[C:13]2[O:14][CH:15]=[C:16]([CH:18]=[CH2:19])[N:17]=2)[CH:6]=[CH:5][CH:4]=[CH:3][CH:2]=1. The catalyst class is: 11. (5) Reactant: [N+:1]([C:4]1[CH:12]=[CH:11][C:10]([N:13]2[CH2:18][CH2:17][N:16]([CH3:19])[CH2:15][CH2:14]2)=[CH:9][C:5]=1[C:6]([OH:8])=[O:7])([O-])=O.C1CCCCC=1. The catalyst class is: 29. Product: [NH2:1][C:4]1[CH:12]=[CH:11][C:10]([N:13]2[CH2:18][CH2:17][N:16]([CH3:19])[CH2:15][CH2:14]2)=[CH:9][C:5]=1[C:6]([OH:8])=[O:7].